From a dataset of Reaction yield outcomes from USPTO patents with 853,638 reactions. Predict the reaction yield, written as a fraction of the theoretical maximum amount of product (1.0 means a 100% yield; for example, 0.34 means a 34% yield). (1) The reactants are [CH3:1][N:2]1[C:6]([N+:7]([O-])=O)=[CH:5][N:4]=[C:3]1[CH3:10].[C:11](OC(=O)C)(=[O:13])[CH3:12]. The catalyst is [Pd].O1CCOCC1. The product is [CH3:10][C:3]1[N:2]([CH3:1])[C:6]([NH:7][C:11](=[O:13])[CH3:12])=[CH:5][N:4]=1. The yield is 0.920. (2) The catalyst is CO.O. The reactants are [CH:1]([C:4]1[C:8]2[CH:9]=[C:10]([C:13]([O:15]C)=[O:14])[CH:11]=[CH:12][C:7]=2[O:6][CH:5]=1)([CH3:3])[CH3:2].[OH-].[Na+]. The product is [CH:1]([C:4]1[C:8]2[CH:9]=[C:10]([C:13]([OH:15])=[O:14])[CH:11]=[CH:12][C:7]=2[O:6][CH:5]=1)([CH3:3])[CH3:2]. The yield is 0.970. (3) The reactants are [CH3:1][O:2][C:3]1[CH:11]=[CH:10][C:6]([C:7]([OH:9])=O)=[CH:5][C:4]=1[CH3:12].[C@@H:13]1([NH2:22])[C:21]2[C:16](=[CH:17][CH:18]=[CH:19][CH:20]=2)[CH2:15][CH2:14]1. No catalyst specified. The product is [C@@H:13]1([NH:22][C:7](=[O:9])[C:6]2[CH:10]=[CH:11][C:3]([O:2][CH3:1])=[C:4]([CH3:12])[CH:5]=2)[C:21]2[C:16](=[CH:17][CH:18]=[CH:19][CH:20]=2)[CH2:15][CH2:14]1. The yield is 0.630. (4) The reactants are C(OC([NH:11][C@@H:12]1[C:15](=[O:16])[NH:14][C@@H:13]1[CH2:17][N:18]1[N:22]=[C:21]([CH2:23][NH:24][C:25](=[N:46][C:47]([O:49][C:50]([CH3:53])([CH3:52])[CH3:51])=[O:48])[N:26]([CH2:34][CH:35]2[CH2:38][N:37]([C:39]([O:41][C:42]([CH3:45])([CH3:44])[CH3:43])=[O:40])[CH2:36]2)[C:27]([O:29][C:30]([CH3:33])([CH3:32])[CH3:31])=[O:28])[CH:20]=[N:19]1)=O)C1C=CC=CC=1.[H][H]. The catalyst is CCO.CO.[Pd]. The product is [NH2:11][C@@H:12]1[C:15](=[O:16])[NH:14][C@@H:13]1[CH2:17][N:18]1[N:22]=[C:21]([CH2:23][NH:24][C:25](=[N:46][C:47]([O:49][C:50]([CH3:53])([CH3:52])[CH3:51])=[O:48])[N:26]([CH2:34][CH:35]2[CH2:36][N:37]([C:39]([O:41][C:42]([CH3:43])([CH3:45])[CH3:44])=[O:40])[CH2:38]2)[C:27]([O:29][C:30]([CH3:33])([CH3:32])[CH3:31])=[O:28])[CH:20]=[N:19]1. The yield is 0.950. (5) The reactants are C(OC([N:11]1[CH2:16][CH:15]=[C:14]([C:17]2[C:26]3[C:21](=[CH:22][CH:23]=[CH:24][CH:25]=3)[N:20]=[CH:19][N:18]=2)[CH2:13][CH2:12]1)=O)C1C=CC=CC=1. The catalyst is CO.[Pd]. The product is [NH:11]1[CH2:12][CH:13]=[C:14]([C:17]2[C:26]3[C:21](=[CH:22][CH:23]=[CH:24][CH:25]=3)[N:20]=[CH:19][N:18]=2)[CH2:15][CH2:16]1. The yield is 0.640. (6) The reactants are [C:1]([O:5][C:6](=[O:21])[NH:7][CH:8]1[CH2:13][CH2:12][N:11]([C:14]2[CH:19]=[N:18][CH:17]=[C:16](Cl)[N:15]=2)[CH2:10][CH2:9]1)([CH3:4])([CH3:3])[CH3:2].[C:22]([C:24]1[CH:29]=[CH:28][C:27](B(O)O)=[CH:26][C:25]=1[F:33])#[N:23].C1C=CC(P(C2C=CC=CC=2)C2C=CC=CC=2)=CC=1.[O-]P([O-])([O-])=O.[K+].[K+].[K+]. The catalyst is C(#N)C.O.CC([O-])=O.CC([O-])=O.[Pd+2]. The product is [C:22]([C:24]1[CH:29]=[CH:28][C:27]([C:16]2[N:15]=[C:14]([N:11]3[CH2:12][CH2:13][CH:8]([NH:7][C:6](=[O:21])[O:5][C:1]([CH3:4])([CH3:3])[CH3:2])[CH2:9][CH2:10]3)[CH:19]=[N:18][CH:17]=2)=[CH:26][C:25]=1[F:33])#[N:23]. The yield is 0.940. (7) The product is [OH:17][CH:16]([C:15]1[CH:14]=[CH:13][C:12]([C:10]([N:7]2[CH2:8][CH2:9][N:4]([CH:1]([CH3:3])[CH3:2])[CH2:5][CH2:6]2)=[O:11])=[CH:19][CH:18]=1)[CH2:20][CH3:21]. The catalyst is C1COCC1. The yield is 0.500. The reactants are [CH:1]([N:4]1[CH2:9][CH2:8][N:7]([C:10]([C:12]2[CH:19]=[CH:18][C:15]([CH:16]=[O:17])=[CH:14][CH:13]=2)=[O:11])[CH2:6][CH2:5]1)([CH3:3])[CH3:2].[CH2:20]([Mg]Br)[CH3:21]. (8) No catalyst specified. The product is [CH3:1][O:2][C:3]1[CH:4]=[C:5]([CH2:11][CH2:12][CH2:13][CH2:14][NH2:15])[CH:6]=[CH:7][C:8]=1[O:9][CH3:10]. The reactants are [CH3:1][O:2][C:3]1[CH:4]=[C:5]([CH2:11][CH2:12][CH2:13][CH2:14][N:15]=[N+]=[N-])[CH:6]=[CH:7][C:8]=1[O:9][CH3:10].[H-].[H-].[H-].[H-].[Li+].[Al+3]. The yield is 0.420. (9) The reactants are C(Cl)(=O)C(Cl)=O.CS(C)=O.[CH3:11][O:12][C:13]1[CH:38]=[C:37]([C:39]([F:42])([F:41])[F:40])[CH:36]=[C:35]([S:43][CH3:44])[C:14]=1[C:15]([NH:17][C:18]1([C:29]2[CH:34]=[CH:33][CH:32]=[CH:31][CH:30]=2)[CH2:23][CH:22]([O:24]COC)[CH2:21][N:20]([CH3:28])[CH2:19]1)=[O:16].C(N(CC)CC)C. The catalyst is ClCCl. The product is [CH3:11][O:12][C:13]1[CH:38]=[C:37]([C:39]([F:42])([F:40])[F:41])[CH:36]=[C:35]([S:43][CH3:44])[C:14]=1[C:15]([NH:17][C:18]1([C:29]2[CH:30]=[CH:31][CH:32]=[CH:33][CH:34]=2)[CH2:23][C:22](=[O:24])[CH2:21][N:20]([CH3:28])[CH2:19]1)=[O:16]. The yield is 0.890. (10) The reactants are CC([O:4][CH2:5][C@H:6]1[O:11][C@H:10]([O:12][C:13]([CH3:15])=O)[C@H:9]([O:16]C(C)=O)[C@@H:8]([O:20]C(C)=O)[C@@H:7]1[O:24][C@@H:25]1[O:30][C@H:29]([CH2:31][O:32]C(C)=O)[C@@H:28]([O:36]C(C)=O)[C@H:27]([O:40]C(C)=O)[C@H:26]1[O:44]C(C)=O)=O.[CH2:48](O)C=C.FC(F)(F)S(O[Si](C)(C)C)(=O)=O.C[O-].[Na+]. The catalyst is C(Cl)Cl.O. The product is [C@@H:25]1([O:24][C@@H:7]2[C@@H:6]([CH2:5][OH:4])[O:11][CH:10]([O:12][CH2:13][CH:15]=[CH2:48])[C@H:9]([OH:16])[C@H:8]2[OH:20])[O:30][C@H:29]([CH2:31][OH:32])[C@@H:28]([OH:36])[C@H:27]([OH:40])[C@H:26]1[OH:44]. The yield is 0.910.